Dataset: Rat liver microsome stability data. Task: Regression/Classification. Given a drug SMILES string, predict its absorption, distribution, metabolism, or excretion properties. Task type varies by dataset: regression for continuous measurements (e.g., permeability, clearance, half-life) or binary classification for categorical outcomes (e.g., BBB penetration, CYP inhibition). Dataset: rlm. The drug is CCCCn1cnc2cc(NC(=O)c3cc(OC)c(OC)c(OC)c3)ccc21. The result is 0 (unstable in rat liver microsomes).